Dataset: Catalyst prediction with 721,799 reactions and 888 catalyst types from USPTO. Task: Predict which catalyst facilitates the given reaction. (1) Reactant: CCN(C(C)C)C(C)C.[C:10]([O:14][C:15]([NH:17][C:18]1[CH:26]=[CH:25][CH:24]=[CH:23][C:19]=1[C:20]([OH:22])=O)=[O:16])([CH3:13])([CH3:12])[CH3:11].C1C=CC2N(O)N=NC=2C=1.CCN=C=NCCCN(C)C.[O:48]=[C:49]([N:66]1[CH2:71][CH2:70][NH:69][CH2:68][CH2:67]1)[CH2:50][NH:51][C:52]([C:54]1[CH:59]=[CH:58][C:57]([C:60]2[CH:65]=[CH:64][CH:63]=[CH:62][CH:61]=2)=[CH:56][CH:55]=1)=[O:53]. Product: [C:10]([O:14][C:15](=[O:16])[NH:17][C:18]1[CH:26]=[CH:25][CH:24]=[CH:23][C:19]=1[C:20]([N:69]1[CH2:68][CH2:67][N:66]([C:49](=[O:48])[CH2:50][NH:51][C:52]([C:54]2[CH:59]=[CH:58][C:57]([C:60]3[CH:65]=[CH:64][CH:63]=[CH:62][CH:61]=3)=[CH:56][CH:55]=2)=[O:53])[CH2:71][CH2:70]1)=[O:22])([CH3:11])([CH3:12])[CH3:13]. The catalyst class is: 18. (2) Reactant: [CH3:1][S:2](Cl)(=[O:4])=[O:3].Cl.[NH2:7][CH2:8][CH2:9][N:10]1[C:19]2[C:14](=[CH:15][CH:16]=[CH:17][CH:18]=2)[N:13]=[C:12]([C:20]2[S:21][CH:22]=[CH:23][CH:24]=2)[C:11]1=[O:25].C(N(CC)CC)C.O. Product: [CH3:1][S:2]([NH:7][CH2:8][CH2:9][N:10]1[C:19]2[C:14](=[CH:15][CH:16]=[CH:17][CH:18]=2)[N:13]=[C:12]([C:20]2[S:21][CH:22]=[CH:23][CH:24]=2)[C:11]1=[O:25])(=[O:4])=[O:3]. The catalyst class is: 4. (3) Reactant: C1(P(C2CCCCC2)C2C=[CH:12][CH:11]=[CH:10][C:9]=2[C:14]2[CH:19]=[CH:18][CH:17]=[CH:16][CH:15]=2)CCCCC1.[F-].[K+].[C:28](=[O:31])([O-])[O-:29].[Cs+].[Cs+].C([O:37][C@@H:38]1[C@@H:43]([O:44]C(=O)C)[C@H:42]([O:48]C(=O)C)[C@@H:41]([CH2:52][O:53]C(=O)C)[O:40][C@H:39]1[C:57]1[CH:62]=[CH:61][CH:60]=[C:59]([CH2:63]Br)[C:58]=1[F:65])(=O)C.O1CCOC[CH2:67]1. Product: [F:65][C:58]1[C:57]([C@H:39]2[C@H:38]([OH:37])[C@@H:43]([OH:44])[C@H:42]([OH:48])[C@@H:41]([CH2:52][OH:53])[O:40]2)=[CH:62][CH:61]=[CH:60][C:59]=1[CH2:63][C:9]1[CH:10]=[C:11]2[C:19](=[CH:18][CH:17]=[CH:16][CH:15]=[CH:12]2)[C:14]=1[C:28]([O:29][CH3:67])=[O:31]. The catalyst class is: 110. (4) The catalyst class is: 1. Reactant: [Br:1][C:2]1[C:7](=[O:8])[NH:6][C:4](=[O:5])[C:3]=1[Br:9].CN1CCOCC1.[CH3:17][O:18][C:19](Cl)=[O:20].C(Cl)Cl. Product: [CH3:17][O:18][C:19]([N:6]1[C:7](=[O:8])[C:2]([Br:1])=[C:3]([Br:9])[C:4]1=[O:5])=[O:20]. (5) Reactant: Cl.[Br:2][C:3]1[CH:4]=[C:5]([NH:9]N)[CH:6]=[CH:7][CH:8]=1.O=[C:12]1[CH2:17][CH2:16][CH:15]([C:18]([O:20][CH2:21][CH3:22])=[O:19])[CH2:14][CH2:13]1. Product: [Br:2][C:3]1[CH:8]=[CH:7][CH:6]=[C:5]2[C:4]=1[C:13]1[CH2:14][CH:15]([C:18]([O:20][CH2:21][CH3:22])=[O:19])[CH2:16][CH2:17][C:12]=1[NH:9]2. The catalyst class is: 52.